Predict which catalyst facilitates the given reaction. From a dataset of Catalyst prediction with 721,799 reactions and 888 catalyst types from USPTO. (1) The catalyst class is: 4. Product: [CH2:1]1[C:5]2[CH:6]=[CH:7][CH:8]=[C:9]([O:10][C:11]3[CH:12]=[CH:13][C:14]([NH:17][C:18](=[O:29])[C@@H:19]([CH3:20])[NH2:21])=[CH:15][CH:16]=3)[C:4]=2[CH2:3][O:2]1. Reactant: [CH2:1]1[C:5]2[CH:6]=[CH:7][CH:8]=[C:9]([O:10][C:11]3[CH:16]=[CH:15][C:14]([NH:17][C:18](=[O:29])[C@H:19]([NH:21]C(=O)OC(C)(C)C)[CH3:20])=[CH:13][CH:12]=3)[C:4]=2[CH2:3][O:2]1.C(O)(C(F)(F)F)=O. (2) Reactant: [CH3:1][C:2]([CH3:31])([CH3:30])[C:3]#[C:4][C:5]1[CH:18]=[CH:17][C:16]2[O:15][C:14]3[C:9](=[CH:10][C:11]([C:19]4[CH:20]=[N:21][CH:22]=[N:23][CH:24]=4)=[CH:12][CH:13]=3)[C@@:8]3([CH2:28][O:27][C:26]([NH2:29])=[N:25]3)[C:7]=2[CH:6]=1.[OH2:32]. Product: [NH2:29][C:26]1[O:27][CH2:28][C@@:8]2([N:25]=1)[C:7]1[CH:6]=[C:5]([C:4](=[O:32])[CH2:3][C:2]([CH3:31])([CH3:30])[CH3:1])[CH:18]=[CH:17][C:16]=1[O:15][C:14]1[C:9]2=[CH:10][C:11]([C:19]2[CH:20]=[N:21][CH:22]=[N:23][CH:24]=2)=[CH:12][CH:13]=1. The catalyst class is: 67. (3) Reactant: [Br:1][C:2]1[C:7]([C:8]([F:11])([F:10])[F:9])=[CH:6][C:5]([NH:12]C(=O)C)=[C:4]([N+:16]([O-:18])=[O:17])[CH:3]=1.[OH-].[Na+]. Product: [Br:1][C:2]1[C:7]([C:8]([F:10])([F:11])[F:9])=[CH:6][C:5]([NH2:12])=[C:4]([N+:16]([O-:18])=[O:17])[CH:3]=1. The catalyst class is: 5.